Dataset: Reaction yield outcomes from USPTO patents with 853,638 reactions. Task: Predict the reaction yield, written as a fraction of the theoretical maximum amount of product (1.0 means a 100% yield; for example, 0.34 means a 34% yield). (1) The product is [CH:44]([C:47]1[CH:52]=[CH:51][C:50]([CH3:53])=[CH:49][C:48]=1[N:54]1[C:66](=[O:67])[CH2:65][S:56]/[C:55]/1=[N:57]\[C:27]([NH:24][C@H:22]([CH3:23])[CH2:21][C:18]1[CH:19]=[CH:20][C:15]([C:12]2[N:13]=[CH:14][N:10]([C:7]3[CH:6]=[CH:5][C:4]([O:3][C:2]([F:1])([F:25])[F:26])=[CH:9][CH:8]=3)[N:11]=2)=[CH:16][CH:17]=1)=[O:30])([CH3:46])[CH3:45]. The yield is 0.190. The catalyst is ClCCl.O.O.C(O)C. The reactants are [F:1][C:2]([F:26])([F:25])[O:3][C:4]1[CH:9]=[CH:8][C:7]([N:10]2[CH:14]=[N:13][C:12]([C:15]3[CH:20]=[CH:19][C:18]([CH2:21][C@H:22]([NH2:24])[CH3:23])=[CH:17][CH:16]=3)=[N:11]2)=[CH:6][CH:5]=1.[C:27](=[O:30])(O)[O-].[Na+].ClC(Cl)(OC(=O)OC(Cl)(Cl)Cl)Cl.[CH:44]([C:47]1[CH:52]=[CH:51][C:50]([CH3:53])=[CH:49][C:48]=1[NH:54][C:55]([NH2:57])=[S:56])([CH3:46])[CH3:45].C(=O)([O-])[O-].[Cs+].[Cs+].Br[CH2:65][C:66](OC)=[O:67].C([O-])(=O)C.[Na+]. (2) The reactants are [OH:1][C:2]1[CH:11]=[CH:10][C:9]2[C:4](=[CH:5][CH:6]=[CH:7][C:8]=2[NH:12][C:13](=[O:19])[O:14][C:15]([CH3:18])([CH3:17])[CH3:16])[CH:3]=1.C1C=CC(N([S:27]([C:30]([F:33])([F:32])[F:31])(=[O:29])=[O:28])[S:27]([C:30]([F:33])([F:32])[F:31])(=[O:29])=[O:28])=CC=1.CCOC(C)=O. The catalyst is C(Cl)Cl. The product is [F:31][C:30]([F:33])([F:32])[S:27]([O:1][C:2]1[CH:11]=[CH:10][C:9]2[C:4](=[CH:5][CH:6]=[CH:7][C:8]=2[NH:12][C:13]([O:14][C:15]([CH3:16])([CH3:18])[CH3:17])=[O:19])[CH:3]=1)(=[O:29])=[O:28]. The yield is 0.900. (3) The reactants are [NH2:1][C:2]12[CH2:10][CH2:9][CH:6]([CH2:7][CH2:8]1)[CH2:5][N:4]1[C:11](=[O:29])[C:12]([OH:28])=[C:13]([C:15]3[NH:16][CH:17]=[C:18]([CH2:20][C:21]4[CH:26]=[CH:25][C:24]([F:27])=[CH:23][CH:22]=4)[N:19]=3)[N:14]=[C:3]21.[CH3:30][N:31]([CH3:37])[C:32](=[O:36])[C:33](O)=[O:34].C(N(CC)C(C)C)(C)C.CN(C(ON1N=NC2C=CC=NC1=2)=[N+](C)C)C.F[P-](F)(F)(F)(F)F. The catalyst is CN(C=O)C.CN(C1C=CN=CC=1)C. The product is [F:27][C:24]1[CH:25]=[CH:26][C:21]([CH2:20][C:18]2[N:19]=[C:15]([C:13]3[N:14]=[C:3]4[C:2]5([NH:1][C:33](=[O:34])[C:32]([N:31]([CH3:37])[CH3:30])=[O:36])[CH2:8][CH2:7][CH:6]([CH2:9][CH2:10]5)[CH2:5][N:4]4[C:11](=[O:29])[C:12]=3[OH:28])[NH:16][CH:17]=2)=[CH:22][CH:23]=1. The yield is 0.0800. (4) The reactants are Cl[C:2]1[CH:7]=[C:6]([C:8]2[CH:13]=[C:12]([Cl:14])[CH:11]=[CH:10][C:9]=2[O:15][CH2:16][CH3:17])[N:5]=[C:4]([NH2:18])[N:3]=1.[NH2:19][C:20]1[CH:25]=[CH:24][C:23]([CH2:26][CH2:27][CH2:28][OH:29])=[CH:22][CH:21]=1. No catalyst specified. The product is [NH2:18][C:4]1[N:3]=[C:2]([NH:19][C:20]2[CH:21]=[CH:22][C:23]([CH2:26][CH2:27][CH2:28][OH:29])=[CH:24][CH:25]=2)[CH:7]=[C:6]([C:8]2[CH:13]=[C:12]([Cl:14])[CH:11]=[CH:10][C:9]=2[O:15][CH2:16][CH3:17])[N:5]=1. The yield is 0.260. (5) The reactants are Br[C:2]1[C:3]([O:8][CH:9]2[CH2:14][CH2:13][N:12]([C:15]3[CH:24]=[CH:23][C:22]4[C:17](=[CH:18][CH:19]=[CH:20][CH:21]=4)[N:16]=3)[CH2:11][CH2:10]2)=[N:4][CH:5]=[CH:6][CH:7]=1.[NH:25]1[CH2:30][CH2:29][CH:28]([C:31]#[N:32])[CH2:27][CH2:26]1.C1(P(C2C=CC=CC=2)C2C=CC3C(=CC=CC=3)C=2C2C3C(=CC=CC=3)C=CC=2P(C2C=CC=CC=2)C2C=CC=CC=2)C=CC=CC=1.CC(C)([O-])C.[Na+]. The catalyst is C1(C)C=CC=CC=1.C1C=CC(/C=C/C(/C=C/C2C=CC=CC=2)=O)=CC=1.C1C=CC(/C=C/C(/C=C/C2C=CC=CC=2)=O)=CC=1.C1C=CC(/C=C/C(/C=C/C2C=CC=CC=2)=O)=CC=1.[Pd].[Pd]. The product is [N:16]1[C:17]2[C:22](=[CH:21][CH:20]=[CH:19][CH:18]=2)[CH:23]=[CH:24][C:15]=1[N:12]1[CH2:13][CH2:14][CH:9]([O:8][C:3]2[C:2]([N:25]3[CH2:30][CH2:29][CH:28]([C:31]#[N:32])[CH2:27][CH2:26]3)=[CH:7][CH:6]=[CH:5][N:4]=2)[CH2:10][CH2:11]1. The yield is 0.700. (6) The reactants are Br[C:2]1[S:15][C:5]2[C:6]3[CH:14]=[N:13][CH:12]=[CH:11][C:7]=3[O:8][CH2:9][CH2:10][C:4]=2[CH:3]=1.[Cl:16][C:17]1[CH:22]=[CH:21][CH:20]=[CH:19][C:18]=1[C:23]#[CH:24].[Cl-].C(N(CC)CC)C. The catalyst is C(#N)C.[Cu]I.O. The product is [Cl:16][C:17]1[CH:22]=[CH:21][CH:20]=[CH:19][C:18]=1[C:23]#[C:24][C:2]1[S:15][C:5]2[C:6]3[CH:14]=[N:13][CH:12]=[CH:11][C:7]=3[O:8][CH2:9][CH2:10][C:4]=2[CH:3]=1. The yield is 0.810.